Dataset: Reaction yield outcomes from USPTO patents with 853,638 reactions. Task: Predict the reaction yield, written as a fraction of the theoretical maximum amount of product (1.0 means a 100% yield; for example, 0.34 means a 34% yield). The reactants are Cl[C:2]1[N:7]=[C:6]([C:8]([F:11])([F:10])[F:9])[CH:5]=[CH:4][N:3]=1.[NH2:12][C:13]1[CH:14]=[C:15]([C:19]2[S:23][C:22]([C:24]([CH:27]3[CH2:32][CH2:31][N:30]([C:33]([O:35][C:36]([CH3:39])([CH3:38])[CH3:37])=[O:34])[CH2:29][CH2:28]3)([OH:26])[CH3:25])=[N:21][CH:20]=2)[CH:16]=[CH:17][CH:18]=1.C([O-])([O-])=O.[Cs+].[Cs+].CC1(C)C2C(=C(P(C3C=CC=CC=3)C3C=CC=CC=3)C=CC=2)OC2C(P(C3C=CC=CC=3)C3C=CC=CC=3)=CC=CC1=2. The catalyst is O1CCOCC1.C([O-])(=O)C.[Pd+2].C([O-])(=O)C. The product is [OH:26][C:24]([CH:27]1[CH2:32][CH2:31][N:30]([C:33]([O:35][C:36]([CH3:39])([CH3:38])[CH3:37])=[O:34])[CH2:29][CH2:28]1)([C:22]1[S:23][C:19]([C:15]2[CH:16]=[CH:17][CH:18]=[C:13]([NH:12][C:2]3[N:7]=[C:6]([C:8]([F:11])([F:10])[F:9])[CH:5]=[CH:4][N:3]=3)[CH:14]=2)=[CH:20][N:21]=1)[CH3:25]. The yield is 0.660.